The task is: Predict the reaction yield, written as a fraction of the theoretical maximum amount of product (1.0 means a 100% yield; for example, 0.34 means a 34% yield).. This data is from Reaction yield outcomes from USPTO patents with 853,638 reactions. (1) The reactants are Br[C:2]1[N:3]=[C:4]2[N:10]([CH:11]([CH2:14][CH3:15])[CH2:12][CH3:13])[C:9](=[O:16])[N:8](C(OC(C)(C)C)=O)[C:5]2=[N:6][CH:7]=1.[CH3:24][NH:25][CH3:26].CC([O-])(C)C.[Na+].Cl. The catalyst is C1(C)C=CC=CC=1.CO.O1CCOCC1. The product is [CH3:24][N:25]([CH3:26])[C:2]1[N:3]=[C:4]2[N:10]([CH:11]([CH2:12][CH3:13])[CH2:14][CH3:15])[C:9]([OH:16])=[N:8][C:5]2=[N:6][CH:7]=1. The yield is 0.320. (2) The reactants are [Br:1][C:2]1[CH:3]=[C:4]([CH:8]([C:10]2[CH:14]=[C:13]([CH:15]3[O:19][CH2:18][CH2:17][O:16]3)[S:12][CH:11]=2)[OH:9])[CH:5]=[CH:6][CH:7]=1. The catalyst is C(Cl)Cl.O=[Mn]=O. The product is [Br:1][C:2]1[CH:3]=[C:4]([C:8]([C:10]2[CH:14]=[C:13]([CH:15]3[O:19][CH2:18][CH2:17][O:16]3)[S:12][CH:11]=2)=[O:9])[CH:5]=[CH:6][CH:7]=1. The yield is 0.990. (3) The reactants are [CH:1]1([CH2:8][CH2:9][NH:10][C:11](=[O:59])[C@H:12]([CH3:58])[C@H:13]([C@@H:16]2[CH2:20][CH2:19][CH2:18][N:17]2[C:21](=[O:57])[CH2:22][C@@H:23]([O:55][CH3:56])[C@@H:24]([N:29]([CH3:54])[C:30](=[O:53])[C@H:31]([CH:50]([CH3:52])[CH3:51])[NH:32]C(OCC2C3C=CC=CC=3C3C2=CC=CC=3)=O)[C@@H:25]([CH3:28])[CH2:26][CH3:27])[O:14][CH3:15])[CH:7]=[CH:6][CH:5]=[CH:4][CH:3]=[CH:2]1.C(NCC)C. The catalyst is ClCCl. The product is [CH:1]1([CH2:8][CH2:9][NH:10][C:11](=[O:59])[C@H:12]([CH3:58])[C@H:13]([C@@H:16]2[CH2:20][CH2:19][CH2:18][N:17]2[C:21](=[O:57])[CH2:22][C@@H:23]([O:55][CH3:56])[C@@H:24]([N:29]([CH3:54])[C:30](=[O:53])[C@H:31]([CH:50]([CH3:51])[CH3:52])[NH2:32])[C@@H:25]([CH3:28])[CH2:26][CH3:27])[O:14][CH3:15])[CH:7]=[CH:6][CH:5]=[CH:4][CH:3]=[CH:2]1. The yield is 0.870.